The task is: Predict the reactants needed to synthesize the given product.. This data is from Full USPTO retrosynthesis dataset with 1.9M reactions from patents (1976-2016). (1) Given the product [F:32][C:33]([F:39])([F:38])[CH2:34][C:35]([NH:20][NH:19][C:15]1[C:14]([C:21]([F:24])([F:22])[F:23])=[C:13]([N:12]([CH2:11][C@@H:9]2[CH2:10][C@H:8]2[C:5]2[CH:6]=[CH:7][C:2]([F:1])=[CH:3][CH:4]=2)[CH3:25])[CH:18]=[CH:17][N:16]=1)=[O:36], predict the reactants needed to synthesize it. The reactants are: [F:1][C:2]1[CH:7]=[CH:6][C:5]([C@@H:8]2[CH2:10][C@H:9]2[CH2:11][N:12]([CH3:25])[C:13]2[CH:18]=[CH:17][N:16]=[C:15]([NH:19][NH2:20])[C:14]=2[C:21]([F:24])([F:23])[F:22])=[CH:4][CH:3]=1.C(=O)([O-])[O-].[Na+].[Na+].[F:32][C:33]([F:39])([F:38])[CH2:34][C:35](Cl)=[O:36]. (2) Given the product [CH3:11][C:10]1([CH3:12])[C:4]2[C:5](=[N:6][CH:7]=[C:2]([B:25]3[O:26][C:27]([CH3:29])([CH3:28])[C:23]([CH3:39])([CH3:22])[O:24]3)[CH:3]=2)[N:8]([CH2:14][O:15][CH2:16][CH2:17][Si:18]([CH3:21])([CH3:20])[CH3:19])[C:9]1=[O:13], predict the reactants needed to synthesize it. The reactants are: Br[C:2]1[CH:3]=[C:4]2[C:10]([CH3:12])([CH3:11])[C:9](=[O:13])[N:8]([CH2:14][O:15][CH2:16][CH2:17][Si:18]([CH3:21])([CH3:20])[CH3:19])[C:5]2=[N:6][CH:7]=1.[CH3:22][C:23]1([CH3:39])[C:27]([CH3:29])([CH3:28])[O:26][B:25]([B:25]2[O:26][C:27]([CH3:29])([CH3:28])[C:23]([CH3:39])([CH3:22])[O:24]2)[O:24]1.C([O-])(=O)C.[K+]. (3) Given the product [CH3:1][N:2]([CH2:47][CH2:48][S:49][CH3:50])[C:3](=[O:46])[O:4][C@H:5](/[CH:7]=[CH:8]\[C:9]([NH:11][C@@H:12]1[CH2:17][C@H:16]([CH3:18])[C@H:15]([CH2:19]/[CH:20]=[C:21](\[CH3:44])/[CH:22]=[CH:23]/[C@H:24]2[O:31][C@H:30]([CH2:32][C:33]([NH2:35])=[O:34])[CH2:29][C@:26]3([O:28][CH2:27]3)[C@@H:25]2[OH:36])[O:14][C@@H:13]1[CH3:45])=[O:10])[CH3:6], predict the reactants needed to synthesize it. The reactants are: [CH3:1][N:2]([CH2:47][CH2:48][S:49][CH3:50])[C:3](=[O:46])[O:4][C@H:5](/[CH:7]=[CH:8]\[C:9]([NH:11][C@@H:12]1[CH2:17][C@H:16]([CH3:18])[C@H:15]([CH2:19]/[CH:20]=[C:21](\[CH3:44])/[CH:22]=[CH:23]/[C@H:24]2[O:31][C@H:30]([CH2:32][C:33]([NH2:35])=[O:34])[CH2:29][C@:26]3([O:28][CH2:27]3)[C@@H:25]2[O:36][Si](C(C)(C)C)(C)C)[O:14][C@@H:13]1[CH3:45])=[O:10])[CH3:6].[F-].C([N+](CCCC)(CCCC)CCCC)CCC. (4) Given the product [CH3:12][C:10]1[S:11][C:7]2[CH:5]=[C:26]([C:27]([O:29][CH2:30][CH3:31])=[O:28])[NH:23][C:8]=2[C:9]=1[N:13]([CH3:22])[S:14]([C:17]1[S:18][CH:19]=[CH:20][CH:21]=1)(=[O:16])=[O:15], predict the reactants needed to synthesize it. The reactants are: [O-]CC.[Na+].[CH:5]([C:7]1[S:11][C:10]([CH3:12])=[C:9]([N:13]([CH3:22])[S:14]([C:17]2[S:18][CH:19]=[CH:20][CH:21]=2)(=[O:16])=[O:15])[CH:8]=1)=O.[N:23]([CH2:26][C:27]([O:29][CH2:30][CH3:31])=[O:28])=[N+]=[N-].[Cl-].[NH4+]. (5) Given the product [CH2:1]([O:5][C:6]1[N:14]=[C:13]2[C:9]([NH:10][C:11](=[O:36])[N:12]2[CH2:15][CH:16]2[CH2:21][CH2:20][N:19]([CH2:22][CH2:23][O:24][C:25]3[CH:30]=[CH:29][CH:28]=[C:27]([CH2:31][C:32]([OH:34])=[O:33])[CH:26]=3)[CH2:18][CH2:17]2)=[C:8]([NH2:37])[N:7]=1)[CH2:2][CH2:3][CH3:4], predict the reactants needed to synthesize it. The reactants are: [CH2:1]([O:5][C:6]1[N:14]=[C:13]2[C:9]([NH:10][C:11](=[O:36])[N:12]2[CH2:15][CH:16]2[CH2:21][CH2:20][N:19]([CH2:22][CH2:23][O:24][C:25]3[CH:30]=[CH:29][CH:28]=[C:27]([CH2:31][C:32]([O:34]C)=[O:33])[CH:26]=3)[CH2:18][CH2:17]2)=[C:8]([NH2:37])[N:7]=1)[CH2:2][CH2:3][CH3:4].[OH-].[Na+].Cl. (6) Given the product [Br:1][C:2]1[CH:10]=[CH:9][C:5]([C:6]([NH:11][C:12]2[CH:13]=[CH:14][C:15]([C:18](=[O:25])[CH2:19][CH2:20][C:21]([OH:23])=[O:22])=[CH:16][CH:17]=2)=[O:7])=[CH:4][CH:3]=1, predict the reactants needed to synthesize it. The reactants are: [Br:1][C:2]1[CH:10]=[CH:9][C:5]([C:6](Cl)=[O:7])=[CH:4][CH:3]=1.[NH2:11][C:12]1[CH:17]=[CH:16][C:15]([C:18](=[O:25])[CH2:19][CH2:20][C:21]([O:23]C)=[O:22])=[CH:14][CH:13]=1.